Dataset: Catalyst prediction with 721,799 reactions and 888 catalyst types from USPTO. Task: Predict which catalyst facilitates the given reaction. (1) Reactant: [Cl:1][C:2]1[CH:10]=[CH:9][C:5]([C:6](O)=[O:7])=[C:4]([O:11][CH3:12])[CH:3]=1.S(Cl)([Cl:15])=O. Product: [Cl:1][C:2]1[CH:10]=[CH:9][C:5]([C:6]([Cl:15])=[O:7])=[C:4]([O:11][CH3:12])[CH:3]=1. The catalyst class is: 9. (2) Reactant: [C:1]([O:5][C:6](=[O:28])[CH2:7][C@H:8]([C:18]1[O:22][N:21]=[C:20]([C:23](OCC)=[O:24])[N:19]=1)[CH2:9][CH2:10][CH2:11][CH:12]1[CH2:17][CH2:16][CH2:15][CH2:14][CH2:13]1)([CH3:4])([CH3:3])[CH3:2].Cl.Cl.[NH:31]1[CH2:34][CH:33]([N:35]2[CH2:40][CH2:39][O:38][CH2:37][CH2:36]2)[CH2:32]1.C(N(CC)CC)C. Product: [CH:12]1([CH2:11][CH2:10][CH2:9][C@@H:8]([C:18]2[O:22][N:21]=[C:20]([C:23]([N:31]3[CH2:34][CH:33]([N:35]4[CH2:40][CH2:39][O:38][CH2:37][CH2:36]4)[CH2:32]3)=[O:24])[N:19]=2)[CH2:7][C:6]([O:5][C:1]([CH3:4])([CH3:2])[CH3:3])=[O:28])[CH2:13][CH2:14][CH2:15][CH2:16][CH2:17]1. The catalyst class is: 8. (3) Reactant: [CH3:1][O:2][CH2:3][CH2:4][N:5]1[C:13]2[C:8](=[CH:9][CH:10]=[CH:11][C:12]=2[O:14][C:15]([F:18])([F:17])[F:16])[C:7]([C:19](O)=[O:20])=[CH:6]1.CCN(C(C)C)C(C)C.[C:31]([O:35][C:36](=[O:56])[NH:37][CH2:38][C:39]1[CH:44]=[CH:43][C:42]([O:45][CH2:46][C:47](=[O:49])[NH2:48])=[C:41]([CH:50]2[CH2:55][CH2:54][NH:53][CH2:52][CH2:51]2)[CH:40]=1)([CH3:34])([CH3:33])[CH3:32].C1C=CC2N(O)N=NC=2C=1.CCN=C=NCCCN(C)C. Product: [C:31]([O:35][C:36](=[O:56])[NH:37][CH2:38][C:39]1[CH:44]=[CH:43][C:42]([O:45][CH2:46][C:47](=[O:49])[NH2:48])=[C:41]([CH:50]2[CH2:51][CH2:52][N:53]([C:19]([C:7]3[C:8]4[C:13](=[C:12]([O:14][C:15]([F:18])([F:16])[F:17])[CH:11]=[CH:10][CH:9]=4)[N:5]([CH2:4][CH2:3][O:2][CH3:1])[CH:6]=3)=[O:20])[CH2:54][CH2:55]2)[CH:40]=1)([CH3:34])([CH3:32])[CH3:33]. The catalyst class is: 2. (4) Reactant: [F:1][C:2]([F:25])([F:24])[C:3]1[N:8]2[N:9]=[CH:10][C:11]([C:12]#[N:13])=[C:7]2[N:6]=[C:5]([C:14]2[CH:19]=[CH:18][C:17]([C:20]([F:23])([F:22])[F:21])=[CH:16][CH:15]=2)[CH:4]=1.Cl.[NH2:27][OH:28].C(=O)([O-])[O-].[K+].[K+]. Product: [OH:28][NH:27][C:12]([C:11]1[CH:10]=[N:9][N:8]2[C:3]([C:2]([F:25])([F:24])[F:1])=[CH:4][C:5]([C:14]3[CH:19]=[CH:18][C:17]([C:20]([F:23])([F:21])[F:22])=[CH:16][CH:15]=3)=[N:6][C:7]=12)=[NH:13]. The catalyst class is: 8. (5) Reactant: [OH-].[K+].[C:3]([C:6]1[S:10][C:9](=[O:11])[NH:8][C:7]=1[CH3:12])(=[O:5])[CH3:4].I[CH2:14][CH3:15]. Product: [C:3]([C:6]1[S:10][C:9](=[O:11])[N:8]([CH2:14][CH3:15])[C:7]=1[CH3:12])(=[O:5])[CH3:4]. The catalyst class is: 16.